This data is from Full USPTO retrosynthesis dataset with 1.9M reactions from patents (1976-2016). The task is: Predict the reactants needed to synthesize the given product. (1) The reactants are: [CH3:1][O:2][C:3]1[CH:4]=[C:5]2[C:10](=[CH:11][C:12]=1[O:13][CH3:14])[N:9]=[CH:8][N:7]=[C:6]2[CH:15]1[CH2:20][CH2:19][NH:18][CH2:17][CH2:16]1.[N:21]([C:24]1[CH:29]=[CH:28][C:27]([O:30][CH3:31])=[CH:26][CH:25]=1)=[C:22]=[O:23]. Given the product [CH3:31][O:30][C:27]1[CH:28]=[CH:29][C:24]([NH:21][C:22]([N:18]2[CH2:19][CH2:20][CH:15]([C:6]3[C:5]4[C:10](=[CH:11][C:12]([O:13][CH3:14])=[C:3]([O:2][CH3:1])[CH:4]=4)[N:9]=[CH:8][N:7]=3)[CH2:16][CH2:17]2)=[O:23])=[CH:25][CH:26]=1, predict the reactants needed to synthesize it. (2) Given the product [C:1]([O:5][C:6](=[O:19])[CH2:7][N:8]1[C:12]2=[N:13][CH:14]=[CH:15][CH:16]=[C:11]2[C:10]([C:17](=[NH:18])[NH:21][OH:22])=[N:9]1)([CH3:4])([CH3:2])[CH3:3], predict the reactants needed to synthesize it. The reactants are: [C:1]([O:5][C:6](=[O:19])[CH2:7][N:8]1[C:12]2=[N:13][CH:14]=[CH:15][CH:16]=[C:11]2[C:10]([C:17]#[N:18])=[N:9]1)([CH3:4])([CH3:3])[CH3:2].Cl.[NH2:21][OH:22].CCN(CC)CC. (3) Given the product [CH3:30][O:29][C:22]1[CH:21]=[C:20]([CH:25]=[C:24]([O:26][CH3:27])[C:23]=1[CH3:28])[C:19]([NH:18][CH2:17][C:16]1[CH:32]=[CH:33][C:34]([C:36]2[N:40]=[C:39]([CH3:41])[O:38][N:37]=2)=[CH:35][C:15]=1[NH:14][C:8](=[O:9])[C:10]([F:11])([F:12])[F:13])=[O:31], predict the reactants needed to synthesize it. The reactants are: [C:8](O[C:8]([C:10]([F:13])([F:12])[F:11])=[O:9])([C:10]([F:13])([F:12])[F:11])=[O:9].[NH2:14][C:15]1[CH:35]=[C:34]([C:36]2[N:40]=[C:39]([CH3:41])[O:38][N:37]=2)[CH:33]=[CH:32][C:16]=1[CH2:17][NH:18][C:19](=[O:31])[C:20]1[CH:25]=[C:24]([O:26][CH3:27])[C:23]([CH3:28])=[C:22]([O:29][CH3:30])[CH:21]=1.N1C=CC=CC=1. (4) Given the product [C:1]([O:5][C:6](=[O:7])[NH:8][CH2:9][C:10]1[CH:11]=[CH:12][C:13]([F:19])=[C:14]([C:22]2[CH:27]=[CH:26][N:25]=[CH:24][CH:23]=2)[CH:15]=1)([CH3:4])([CH3:3])[CH3:2], predict the reactants needed to synthesize it. The reactants are: [C:1]([O:5][C:6]([NH:8][CH2:9][C:10]1[CH:11]=[CH:12][C:13]([F:19])=[C:14](B(O)O)[CH:15]=1)=[O:7])([CH3:4])([CH3:3])[CH3:2].Cl.Cl[C:22]1[CH:27]=[CH:26][N:25]=[CH:24][CH:23]=1.C([O-])([O-])=O.[Na+].[Na+].